Task: Predict the product of the given reaction.. Dataset: Forward reaction prediction with 1.9M reactions from USPTO patents (1976-2016) (1) Given the reactants [O:1]1[CH:5]=[CH:4][CH:3]=[C:2]1[CH2:6][OH:7].[CH2:8]([NH:10][C:11](=[O:29])[CH:12]([C:14]1[CH:19]=[CH:18][C:17]([C:20]#[C:21][C:22]2[CH:27]=[CH:26][C:25](O)=[CH:24][CH:23]=2)=[CH:16][CH:15]=1)[CH3:13])[CH3:9].C1(P(C2C=CC=CC=2)C2C=CC=CC=2)C=CC=CC=1.N(C(OC(C)(C)C)=O)=NC(OC(C)(C)C)=O, predict the reaction product. The product is: [CH2:8]([NH:10][C:11](=[O:29])[CH:12]([C:14]1[CH:19]=[CH:18][C:17]([C:20]#[C:21][C:22]2[CH:23]=[CH:24][C:25]([O:7][CH2:6][C:2]3[O:1][CH:5]=[CH:4][CH:3]=3)=[CH:26][CH:27]=2)=[CH:16][CH:15]=1)[CH3:13])[CH3:9]. (2) Given the reactants C[O:2][C:3](=[O:46])[CH:4]([NH:6][C:7](=[O:45])[CH:8]([CH2:38][C:39]1[CH:44]=[CH:43][CH:42]=[CH:41][CH:40]=1)[CH2:9][P:10]([CH:13]([NH:15][C:16](=[O:37])[CH2:17][CH2:18][CH:19]([NH:29][C:30]([O:32][C:33]([CH3:36])([CH3:35])[CH3:34])=[O:31])[C:20]([N:22]1[CH2:26][CH2:25][CH2:24][CH:23]1[C:27]#[N:28])=[O:21])[CH3:14])([OH:12])=[O:11])[CH3:5].[OH-].[Na+], predict the reaction product. The product is: [CH2:38]([CH:8]([CH2:9][P:10]([CH:13]([NH:15][C:16](=[O:37])[CH2:17][CH2:18][CH:19]([NH:29][C:30]([O:32][C:33]([CH3:34])([CH3:36])[CH3:35])=[O:31])[C:20]([N:22]1[CH2:26][CH2:25][CH2:24][CH:23]1[C:27]#[N:28])=[O:21])[CH3:14])([OH:12])=[O:11])[C:7]([NH:6][CH:4]([CH3:5])[C:3]([OH:46])=[O:2])=[O:45])[C:39]1[CH:44]=[CH:43][CH:42]=[CH:41][CH:40]=1. (3) Given the reactants [CH2:1]([N:5]([CH2:31][CH:32]([CH3:34])[CH3:33])[C:6](=O)[C:7]1[CH:12]=[CH:11][C:10]([NH:13][CH2:14][CH2:15][CH2:16][N:17]([CH3:26])[CH2:18][CH2:19][C:20]2[CH:25]=[CH:24][N:23]=[CH:22][CH:21]=2)=[C:9]([N+:27]([O-])=O)[CH:8]=1)[CH:2]([CH3:4])[CH3:3].Cl.C(OCC)(=O)C, predict the reaction product. The product is: [CH2:1]([N:5]([CH2:6][C:7]1[CH:8]=[C:9]([NH2:27])[C:10]([NH:13][CH2:14][CH2:15][CH2:16][N:17]([CH3:26])[CH2:18][CH2:19][C:20]2[CH:21]=[CH:22][N:23]=[CH:24][CH:25]=2)=[CH:11][CH:12]=1)[CH2:31][CH:32]([CH3:34])[CH3:33])[CH:2]([CH3:4])[CH3:3]. (4) Given the reactants [NH:1]1[CH2:6][CH2:5][CH2:4][CH2:3][CH2:2]1.Br[C:8]1[CH:9]=[N:10][C:11]([N:14]2[CH2:19][CH2:18][CH:17]([C:20]3[C:29]([CH:30]([F:41])[C:31]4[CH:36]=[CH:35][C:34]([C:37]([F:40])([F:39])[F:38])=[CH:33][CH:32]=4)=[C:28]([CH:42]4[CH2:47][CH2:46][C:45]([F:49])([F:48])[CH2:44][CH2:43]4)[C:27]4[CH:26]([O:50]CC5C=CC(OC)=CC=5)[CH2:25][C:24]([CH3:61])([CH3:60])[CH2:23][C:22]=4[N:21]=3)[CH2:16][CH2:15]2)=[N:12][CH:13]=1, predict the reaction product. The product is: [F:49][C:45]1([F:48])[CH2:46][CH2:47][CH:42]([C:28]2[C:27]3[CH:26]([OH:50])[CH2:25][C:24]([CH3:61])([CH3:60])[CH2:23][C:22]=3[N:21]=[C:20]([CH:17]3[CH2:18][CH2:19][N:14]([C:11]4[N:10]=[CH:9][C:8]([N:1]5[CH2:6][CH2:5][CH2:4][CH2:3][CH2:2]5)=[CH:13][N:12]=4)[CH2:15][CH2:16]3)[C:29]=2[CH:30]([F:41])[C:31]2[CH:32]=[CH:33][C:34]([C:37]([F:39])([F:38])[F:40])=[CH:35][CH:36]=2)[CH2:43][CH2:44]1. (5) The product is: [Cl:36][C:33]1[CH:32]=[N:31][C:30]([C:6]2[CH:5]=[C:4]([CH3:17])[C:3]([C:18]3[C:19](=[O:28])[CH:20]([CH2:25][C:26]#[CH:27])[CH2:21][C:22]=3[O:23][CH3:24])=[C:2]([CH3:1])[CH:7]=2)=[N:35][CH:34]=1. Given the reactants [CH3:1][C:2]1[CH:7]=[C:6](B2OC(C)(C)C(C)(C)O2)[CH:5]=[C:4]([CH3:17])[C:3]=1[C:18]1[C:19](=[O:28])[CH:20]([CH2:25][C:26]#[CH:27])[CH2:21][C:22]=1[O:23][CH3:24].Br[C:30]1[N:35]=[CH:34][C:33]([Cl:36])=[CH:32][N:31]=1.COCCOC.C(=O)([O-])[O-].[K+].[K+], predict the reaction product. (6) Given the reactants [C:1]1([CH2:7][O:8][C@@H:9]2[CH2:14][CH2:13][CH2:12][CH2:11][C@H:10]2[NH2:15])[CH:6]=[CH:5][CH:4]=[CH:3][CH:2]=1.O=[C:17]1[CH2:22][CH2:21][N:20]([C:23]([O:25][C:26]([CH3:29])([CH3:28])[CH3:27])=[O:24])[CH2:19][CH2:18]1.C(O[BH-](OC(=O)C)OC(=O)C)(=O)C.[Na+].C([O-])(O)=O.[Na+], predict the reaction product. The product is: [C:1]1([CH2:7][O:8][C@@H:9]2[CH2:14][CH2:13][CH2:12][CH2:11][C@H:10]2[NH:15][CH:17]2[CH2:22][CH2:21][N:20]([C:23]([O:25][C:26]([CH3:29])([CH3:28])[CH3:27])=[O:24])[CH2:19][CH2:18]2)[CH:2]=[CH:3][CH:4]=[CH:5][CH:6]=1.